From a dataset of Catalyst prediction with 721,799 reactions and 888 catalyst types from USPTO. Predict which catalyst facilitates the given reaction. (1) Reactant: [Cl:1][C:2]1[CH:7]=[C:6]([O:8][CH3:9])[C:5]([N+:10]([O-])=O)=[CH:4][C:3]=1[CH2:13][C:14]([F:17])([F:16])[F:15].[Sn](Cl)Cl.C([O-])(O)=O.[Na+]. Product: [Cl:1][C:2]1[C:3]([CH2:13][C:14]([F:16])([F:17])[F:15])=[CH:4][C:5]([NH2:10])=[C:6]([O:8][CH3:9])[CH:7]=1. The catalyst class is: 14. (2) Reactant: [CH3:1][O:2][C:3]1[CH:4]=[C:5]([NH:11][C:12]2[N:17]=[C:16]([N:18]3[CH:22]=[CH:21][C:20]([C:23]([F:26])([F:25])[F:24])=[N:19]3)[C:15]([C:27]3[CH:28]=[C:29]([C:35]([OH:37])=O)[C:30]([S:33][CH3:34])=[N:31][CH:32]=3)=[CH:14][N:13]=2)[CH:6]=[C:7]([O:9][CH3:10])[CH:8]=1.[I-].ClC1C=CC=C[N+]=1C.[CH3:47][S:48]([NH2:51])(=[O:50])=[O:49]. Product: [CH3:10][O:9][C:7]1[CH:6]=[C:5]([NH:11][C:12]2[N:17]=[C:16]([N:18]3[CH:22]=[CH:21][C:20]([C:23]([F:24])([F:25])[F:26])=[N:19]3)[C:15]([C:27]3[CH:28]=[C:29]([C:35]([NH:51][S:48]([CH3:47])(=[O:50])=[O:49])=[O:37])[C:30]([S:33][CH3:34])=[N:31][CH:32]=3)=[CH:14][N:13]=2)[CH:4]=[C:3]([O:2][CH3:1])[CH:8]=1. The catalyst class is: 64. (3) Reactant: [Cl:1][C:2]1[CH:37]=[CH:36][C:5]([C:6]([N:8]2[CH2:14][C:13]3[C:15]([O:19]C)=[CH:16][CH:17]=[CH:18][C:12]=3[N:11]([CH2:21][C:22]3[CH:27]=[CH:26][C:25]([C:28]([N:30]4[CH2:34][CH:33]=[CH:32][CH2:31]4)=[O:29])=[CH:24][CH:23]=3)[C:10](=[O:35])[CH2:9]2)=[O:7])=[CH:4][CH:3]=1.[Br-].[Br-].[Br-].B. Product: [Cl:1][C:2]1[CH:3]=[CH:4][C:5]([C:6]([N:8]2[CH2:14][C:13]3[C:15]([OH:19])=[CH:16][CH:17]=[CH:18][C:12]=3[N:11]([CH2:21][C:22]3[CH:27]=[CH:26][C:25]([C:28]([N:30]4[CH2:31][CH:32]=[CH:33][CH2:34]4)=[O:29])=[CH:24][CH:23]=3)[C:10](=[O:35])[CH2:9]2)=[O:7])=[CH:36][CH:37]=1. The catalyst class is: 4. (4) Reactant: [O:1]1[CH:5]=[CH:4][N:3]=[CH:2]1.B.C([Li])CCC.[O:12]1[C:16]2([CH2:21][CH2:20][C:19](=[O:22])[CH2:18][CH2:17]2)OCC1. Product: [OH:22][C:19]1([C:2]2[O:1][CH:5]=[CH:4][N:3]=2)[CH2:20][CH2:21][C:16](=[O:12])[CH2:17][CH2:18]1. The catalyst class is: 134. (5) Reactant: [CH2:1]([O:3][C:4](=[O:23])[CH2:5][CH2:6][CH2:7][N:8]1[C:12]([C:13]([O:15]CC)=O)=[CH:11][C:10]([C:18]([O:20][CH2:21][CH3:22])=[O:19])=[N:9]1)[CH3:2].[H-].[Na+].Cl. Product: [O:15]=[C:13]1[CH:5]([C:4]([O:3][CH2:1][CH3:2])=[O:23])[CH2:6][CH2:7][N:8]2[N:9]=[C:10]([C:18]([O:20][CH2:21][CH3:22])=[O:19])[CH:11]=[C:12]12. The catalyst class is: 1. (6) Reactant: Cl[C:2]1[C:3]2[CH2:15][CH2:14][CH2:13][C:4]=2[N:5]=[C:6]([CH:8]2[CH2:12][CH2:11][CH2:10][CH2:9]2)[N:7]=1.[NH2:16][C:17]1[CH:22]=[CH:21][C:20]([CH2:23][C:24]([NH2:26])=[O:25])=[CH:19][CH:18]=1. Product: [CH:8]1([C:6]2[N:7]=[C:2]([NH:16][C:17]3[CH:18]=[CH:19][C:20]([CH2:23][C:24]([NH2:26])=[O:25])=[CH:21][CH:22]=3)[C:3]3[CH2:15][CH2:14][CH2:13][C:4]=3[N:5]=2)[CH2:12][CH2:11][CH2:10][CH2:9]1. The catalyst class is: 179. (7) Reactant: O1CCCCC1[O:7][CH2:8][C:9]1[CH:13]=[C:12]([C:14]2[CH:15]=[CH:16][C:17]3[N:18]([C:20]([CH2:23][NH:24]C(=O)OC(C)(C)C)=[N:21][N:22]=3)[N:19]=2)[O:11][N:10]=1.FC(F)(F)C(O)=O. Product: [NH2:24][CH2:23][C:20]1[N:18]2[N:19]=[C:14]([C:12]3[O:11][N:10]=[C:9]([CH2:8][OH:7])[CH:13]=3)[CH:15]=[CH:16][C:17]2=[N:22][N:21]=1. The catalyst class is: 4.